This data is from Forward reaction prediction with 1.9M reactions from USPTO patents (1976-2016). The task is: Predict the product of the given reaction. Given the reactants Br[C:2]1[CH:3]=[C:4]2[C:9](=[CH:10][CH:11]=1)[CH:8]=[C:7]([O:12][CH2:13][C:14]1[C:15]([C:22]3[C:27]([Cl:28])=[CH:26][CH:25]=[CH:24][C:23]=3[Cl:29])=[N:16][O:17][C:18]=1[CH:19]([CH3:21])[CH3:20])[CH:6]=[CH:5]2.C(=O)([O-])[O-].[Na+].[Na+].OB(O)[C:38]1[CH:46]=[CH:45][C:41]([C:42]([OH:44])=[O:43])=[CH:40][CH:39]=1.Cl, predict the reaction product. The product is: [Cl:29][C:23]1[CH:24]=[CH:25][CH:26]=[C:27]([Cl:28])[C:22]=1[C:15]1[C:14]([CH2:13][O:12][C:7]2[CH:8]=[C:9]3[C:4](=[CH:5][CH:6]=2)[CH:3]=[C:2]([C:38]2[CH:46]=[CH:45][C:41]([C:42]([OH:44])=[O:43])=[CH:40][CH:39]=2)[CH:11]=[CH:10]3)=[C:18]([CH:19]([CH3:20])[CH3:21])[O:17][N:16]=1.